This data is from Catalyst prediction with 721,799 reactions and 888 catalyst types from USPTO. The task is: Predict which catalyst facilitates the given reaction. (1) Reactant: [CH3:1][C:2](=[C:8]([CH3:10])[CH3:9])[CH2:3][CH2:4][C:5](=[O:7])[CH3:6].[H][H]. Product: [CH3:1][CH:2]([CH:8]([CH3:10])[CH3:9])[CH2:3][CH2:4][C:5](=[O:7])[CH3:6]. The catalyst class is: 45. (2) Reactant: [Cl:1]N1C(=O)CCC1=O.[C:9]1([S:15]([N:18]2[C:26]3[C:21](=[C:22]4[CH2:31][N:30]([C:32]([O:34][C:35]([CH3:38])([CH3:37])[CH3:36])=[O:33])[CH2:29][CH2:28][O:27][C:23]4=[CH:24][CH:25]=3)[CH:20]=[CH:19]2)(=[O:17])=[O:16])[CH:14]=[CH:13][CH:12]=[CH:11][CH:10]=1. Product: [Cl:1][C:20]1[C:21]2[C:26](=[CH:25][CH:24]=[C:23]3[O:27][CH2:28][CH2:29][N:30]([C:32]([O:34][C:35]([CH3:38])([CH3:37])[CH3:36])=[O:33])[CH2:31][C:22]3=2)[N:18]([S:15]([C:9]2[CH:14]=[CH:13][CH:12]=[CH:11][CH:10]=2)(=[O:17])=[O:16])[CH:19]=1. The catalyst class is: 22. (3) Reactant: [CH2:1]([O:8][C:9](=[O:25])[NH:10][CH2:11][CH2:12][O:13][N:14]1C(=O)C2C(=CC=CC=2)C1=O)[C:2]1[CH:7]=[CH:6][CH:5]=[CH:4][CH:3]=1. Product: [NH2:14][O:13][CH2:12][CH2:11][NH:10][C:9](=[O:25])[O:8][CH2:1][C:2]1[CH:7]=[CH:6][CH:5]=[CH:4][CH:3]=1. The catalyst class is: 2. (4) Reactant: [NH:1]([C:3]([O:5][C:6]([CH3:9])([CH3:8])[CH3:7])=[O:4])[NH2:2].[C:10](Cl)(=[O:14])[CH:11]([CH3:13])[CH3:12]. Product: [C:10]([NH:2][NH:1][C:3]([O:5][C:6]([CH3:9])([CH3:8])[CH3:7])=[O:4])(=[O:14])[CH:11]([CH3:13])[CH3:12]. The catalyst class is: 2.